From a dataset of Reaction yield outcomes from USPTO patents with 853,638 reactions. Predict the reaction yield, written as a fraction of the theoretical maximum amount of product (1.0 means a 100% yield; for example, 0.34 means a 34% yield). (1) The reactants are [Cl-].O[NH3+:3].[C:4](=[O:7])([O-])[OH:5].[Na+].CS(C)=O.[CH:13]1([O:17][C:18]2[CH:23]=[CH:22][C:21]([N:24]3[C:29](=[O:30])[C:28]([CH2:31][C:32]4[CH:37]=[CH:36][C:35]([C:38]5[C:39]([C:44]#[N:45])=[CH:40][CH:41]=[CH:42][CH:43]=5)=[CH:34][CH:33]=4)=[C:27]([CH2:46][CH2:47][CH3:48])[N:26]=[C:25]3[CH3:49])=[CH:20][CH:19]=2)[CH2:16][CH2:15][CH2:14]1. The product is [CH:13]1([O:17][C:18]2[CH:19]=[CH:20][C:21]([N:24]3[C:29](=[O:30])[C:28]([CH2:31][C:32]4[CH:37]=[CH:36][C:35]([C:38]5[CH:43]=[CH:42][CH:41]=[CH:40][C:39]=5[C:44]5[NH:3][C:4](=[O:7])[O:5][N:45]=5)=[CH:34][CH:33]=4)=[C:27]([CH2:46][CH2:47][CH3:48])[N:26]=[C:25]3[CH3:49])=[CH:22][CH:23]=2)[CH2:14][CH2:15][CH2:16]1. The catalyst is O.C(OCC)(=O)C. The yield is 0.640. (2) The product is [Cl:24][C:22]1[CH:23]=[C:18]([NH:10][S:7]([C:1]2[CH:6]=[CH:5][CH:4]=[CH:3][CH:2]=2)(=[O:9])=[O:8])[C:19]2[N:20]([CH:25]=[CH:26][N:27]=2)[N:21]=1. The catalyst is ClCCl.C1C=CC(/C=C/C(/C=C/C2C=CC=CC=2)=O)=CC=1.C1C=CC(/C=C/C(/C=C/C2C=CC=CC=2)=O)=CC=1.C1C=CC(/C=C/C(/C=C/C2C=CC=CC=2)=O)=CC=1.[Pd].[Pd].C1(P(C2C=CC=CC=2)C2C3OC4C(=CC=CC=4P(C4C=CC=CC=4)C4C=CC=CC=4)C(C)(C)C=3C=CC=2)C=CC=CC=1. The reactants are [C:1]1([S:7]([NH2:10])(=[O:9])=[O:8])[CH:6]=[CH:5][CH:4]=[CH:3][CH:2]=1.C(=O)([O-])[O-].[Cs+].[Cs+].Br[C:18]1[C:19]2[N:20]([CH:25]=[CH:26][N:27]=2)[N:21]=[C:22]([Cl:24])[CH:23]=1.O1CCOCC1. The yield is 0.730. (3) The reactants are [F:1][C:2]1[CH:7]=[C:6]([F:8])[CH:5]=[CH:4][C:3]=1[NH2:9].N1C=CC=CC=1.[CH2:16]([S:19](Cl)(=[O:21])=[O:20])[CH2:17][CH3:18].Cl. The catalyst is ClCCl. The product is [F:1][C:2]1[CH:7]=[C:6]([F:8])[CH:5]=[CH:4][C:3]=1[NH:9][S:19]([CH2:16][CH2:17][CH3:18])(=[O:21])=[O:20]. The yield is 0.929. (4) The reactants are [CH3:1][O:2][C:3]1[CH:20]=[CH:19][C:6]([CH2:7][N:8]2[CH2:13][CH2:12][CH2:11][CH:10]([C:14](=O)[CH2:15][CH2:16][CH3:17])[CH2:9]2)=[CH:5][CH:4]=1.[OH-].[K+].O.NN.[NH4+].[Cl-]. The catalyst is C(O)COCCO. The product is [CH2:14]([CH:10]1[CH2:11][CH2:12][CH2:13][N:8]([CH2:7][C:6]2[CH:19]=[CH:20][C:3]([O:2][CH3:1])=[CH:4][CH:5]=2)[CH2:9]1)[CH2:15][CH2:16][CH3:17]. The yield is 0.890. (5) The reactants are [F:1][C:2]1[CH:3]=[C:4]([C:8]2[CH:16]=[CH:15][CH:14]=[C:13]3[C:9]=2[CH2:10][C:11](=[O:17])[NH:12]3)[CH:5]=[CH:6][CH:7]=1.[N:18]1([CH2:23][CH2:24][NH:25][C:26]([C:28]2[C:32]([CH3:33])=[C:31]([CH:34]=O)[NH:30][C:29]=2[CH3:36])=[O:27])[CH:22]=[CH:21][N:20]=[N:19]1. The catalyst is C(O)C.N1CCCCC1. The product is [N:18]1([CH2:23][CH2:24][NH:25][C:26]([C:28]2[C:32]([CH3:33])=[C:31]([CH:34]=[C:10]3[C:9]4[C:13](=[CH:14][CH:15]=[CH:16][C:8]=4[C:4]4[CH:5]=[CH:6][CH:7]=[C:2]([F:1])[CH:3]=4)[NH:12][C:11]3=[O:17])[NH:30][C:29]=2[CH3:36])=[O:27])[CH:22]=[CH:21][N:20]=[N:19]1. The yield is 0.420.